Dataset: Forward reaction prediction with 1.9M reactions from USPTO patents (1976-2016). Task: Predict the product of the given reaction. Given the reactants [Cl:1][C:2]1[CH:7]=[CH:6][C:5]([N:8]=[C:9]=[S:10])=[CH:4][CH:3]=1.[CH3:11][C:12]1([C:18]([O:20][CH2:21][CH3:22])=[O:19])[CH2:17][CH2:16][NH:15][CH2:14][CH2:13]1, predict the reaction product. The product is: [Cl:1][C:2]1[CH:7]=[CH:6][C:5]([NH:8][C:9]([N:15]2[CH2:16][CH2:17][C:12]([CH3:11])([C:18]([O:20][CH2:21][CH3:22])=[O:19])[CH2:13][CH2:14]2)=[S:10])=[CH:4][CH:3]=1.